This data is from Full USPTO retrosynthesis dataset with 1.9M reactions from patents (1976-2016). The task is: Predict the reactants needed to synthesize the given product. (1) Given the product [CH2:1]([C:8]1[CH:9]=[N:10][C:11]2[C:16]([C:17]=1[C:18]1[CH:19]=[C:20]([NH:24][CH2:33][C:32]3[C:35]([C:38]([F:41])([F:40])[F:39])=[CH:36][CH:37]=[C:30]([Cl:29])[C:31]=3[F:42])[CH:21]=[CH:22][CH:23]=1)=[CH:15][CH:14]=[CH:13][C:12]=2[C:25]([F:28])([F:26])[F:27])[C:2]1[CH:3]=[CH:4][CH:5]=[CH:6][CH:7]=1, predict the reactants needed to synthesize it. The reactants are: [CH2:1]([C:8]1[CH:9]=[N:10][C:11]2[C:16]([C:17]=1[C:18]1[CH:19]=[C:20]([NH2:24])[CH:21]=[CH:22][CH:23]=1)=[CH:15][CH:14]=[CH:13][C:12]=2[C:25]([F:28])([F:27])[F:26])[C:2]1[CH:7]=[CH:6][CH:5]=[CH:4][CH:3]=1.[Cl:29][C:30]1[C:31]([F:42])=[C:32]([C:35]([C:38]([F:41])([F:40])[F:39])=[CH:36][CH:37]=1)[CH:33]=O. (2) Given the product [CH2:16]([C:19]1([CH2:15][CH:14]=[CH2:13])[CH2:20][CH2:21][N:17]([C:11]2[CH:12]=[CH:13][CH:14]=[CH:15][CH:16]=2)[C:18]1=[O:22])[CH:11]=[CH2:12], predict the reactants needed to synthesize it. The reactants are: C[Si](C)(C)[N-][Si](C)(C)C.[Li+].[C:11]1([N:17]2[CH2:21][CH2:20][CH2:19][C:18]2=[O:22])[CH:16]=[CH:15][CH:14]=[CH:13][CH:12]=1.Cl. (3) The reactants are: [F:1][C:2]([F:14])([F:13])[C:3]1[CH:4]=[C:5]2[C:10](=[CH:11][CH:12]=1)[CH2:9][NH:8][CH2:7][CH2:6]2.[CH:15]([C:17]1[CH:22]=[CH:21][C:20]([CH:23]([NH:25][C:26](=[O:28])[CH3:27])[CH3:24])=[CH:19][CH:18]=1)=O.CC(O)=O.C(O[BH-](OC(=O)C)OC(=O)C)(=O)C.[Na+]. Given the product [F:14][C:2]([F:1])([F:13])[C:3]1[CH:4]=[C:5]2[C:10](=[CH:11][CH:12]=1)[CH2:9][N:8]([CH2:15][C:17]1[CH:18]=[CH:19][C:20]([CH:23]([NH:25][C:26](=[O:28])[CH3:27])[CH3:24])=[CH:21][CH:22]=1)[CH2:7][CH2:6]2, predict the reactants needed to synthesize it. (4) The reactants are: C[O:2][C:3]([C:5]1[C:6]([C:24]2[CH:29]=[CH:28][C:27]([C:30]([OH:32])=O)=[CH:26][CH:25]=2)=[CH:7][CH:8]=[C:9]([C:11]2[S:12][CH:13]=[C:14]([C:16]3[CH:21]=[CH:20][C:19]([Cl:22])=[C:18]([Cl:23])[CH:17]=3)[N:15]=2)[CH:10]=1)=[O:4].[C:33]([N:36]1[CH2:41][CH2:40][CH:39]([NH2:42])[CH2:38][CH2:37]1)(=[O:35])[CH3:34]. Given the product [C:33]([N:36]1[CH2:41][CH2:40][CH:39]([NH:42][C:30]([C:27]2[CH:28]=[CH:29][C:24]([C:6]3[C:5]([C:3]([OH:2])=[O:4])=[CH:10][C:9]([C:11]4[S:12][CH:13]=[C:14]([C:16]5[CH:21]=[CH:20][C:19]([Cl:22])=[C:18]([Cl:23])[CH:17]=5)[N:15]=4)=[CH:8][CH:7]=3)=[CH:25][CH:26]=2)=[O:32])[CH2:38][CH2:37]1)(=[O:35])[CH3:34], predict the reactants needed to synthesize it. (5) Given the product [CH2:22]([C:6]1[CH:7]=[N:8][C:9]2[C:14]([C:5]=1[OH:4])=[CH:13][C:12]([O:15][CH3:16])=[CH:11][CH:10]=2)[CH:17]=[CH2:18], predict the reactants needed to synthesize it. The reactants are: C([O:4][C:5]1[C:14]2[C:9](=[CH:10][CH:11]=[C:12]([O:15][CH3:16])[CH:13]=2)[N:8]=[CH:7][CH:6]=1)C=C.[C:17]1(OC2C=CC=CC=2)[CH:22]=CC=C[CH:18]=1. (6) Given the product [CH:14]([O:17][C:18]1[C:23]([CH:32]=[O:33])=[CH:22][CH:21]=[CH:20][C:19]=1[C:24]1[CH:29]=[CH:28][CH:27]=[CH:26][CH:25]=1)([CH3:16])[CH3:15], predict the reactants needed to synthesize it. The reactants are: C([Li])CCC.CN(C)CCN(C)C.[CH:14]([O:17][C:18]1[CH:23]=[CH:22][CH:21]=[CH:20][C:19]=1[C:24]1[CH:29]=[CH:28][CH:27]=[CH:26][CH:25]=1)([CH3:16])[CH3:15].CN(C)[CH:32]=[O:33].[Cl-].[NH4+]. (7) Given the product [F:1][C:2]1[CH:3]=[CH:4][C:5]([CH:8]=[N:11][OH:12])=[N:6][CH:7]=1, predict the reactants needed to synthesize it. The reactants are: [F:1][C:2]1[CH:3]=[CH:4][C:5]([CH:8]=O)=[N:6][CH:7]=1.Cl.[NH2:11][OH:12].[OH-].[Na+].Cl. (8) Given the product [NH2:1][C:2]1[N:3]([CH3:22])[C:4](=[O:21])[C:5]([C:14]2[CH:15]=[C:16]([C:19]#[N:20])[N:17]([CH3:23])[CH:18]=2)([C:7]2[CH:12]=[CH:11][CH:10]=[C:9]([Br:13])[CH:8]=2)[N:6]=1, predict the reactants needed to synthesize it. The reactants are: [NH2:1][C:2]1[N:3]([CH3:22])[C:4](=[O:21])[C:5]([C:14]2[CH:15]=[C:16]([C:19]#[N:20])[NH:17][CH:18]=2)([C:7]2[CH:12]=[CH:11][CH:10]=[C:9]([Br:13])[CH:8]=2)[N:6]=1.[C:23](=O)([O-])[O-].[Cs+].[Cs+].CI. (9) Given the product [C:1]([O:5][C:6]([NH:8][CH:9]([C:13]1[CH:18]=[CH:17][CH:16]=[CH:15][CH:14]=1)[C:10]([O:12][C@@H:22]1[CH2:23][CH2:24][N:20]([CH3:19])[CH2:21]1)=[O:11])=[O:7])([CH3:4])([CH3:2])[CH3:3], predict the reactants needed to synthesize it. The reactants are: [C:1]([O:5][C:6]([NH:8][CH:9]([C:13]1[CH:18]=[CH:17][CH:16]=[CH:15][CH:14]=1)[C:10]([OH:12])=[O:11])=[O:7])([CH3:4])([CH3:3])[CH3:2].[CH3:19][N:20]1[CH2:24][CH2:23][C@@H:22](O)[CH2:21]1.C(=NC1CCCCC1)=NC1CCCCC1.N1(O)C2C=CC=CC=2N=N1.